Task: Predict the reactants needed to synthesize the given product.. Dataset: Full USPTO retrosynthesis dataset with 1.9M reactions from patents (1976-2016) (1) Given the product [CH2:12]([O:9][C@@H:7]([C:1]1[CH:6]=[CH:5][CH:4]=[CH:3][CH:2]=1)[CH3:8])/[CH:13]=[CH:14]/[C:15]1[CH:20]=[CH:19][CH:18]=[CH:17][CH:16]=1, predict the reactants needed to synthesize it. The reactants are: [C:1]1([C@H:7]([OH:9])[CH3:8])[CH:6]=[CH:5][CH:4]=[CH:3][CH:2]=1.[H-].[Na+].[CH2:12](Br)[CH:13]=[CH:14][C:15]1[CH:20]=[CH:19][CH:18]=[CH:17][CH:16]=1. (2) Given the product [CH3:13][O:14][C:15](=[O:24])[C:16]1[CH:21]=[CH:20][C:19]([CH3:22])=[C:18]([NH:23][C:10](=[O:11])[CH:9]=[CH:8][C:4]2[CH:3]=[N:2][CH:7]=[CH:6][CH:5]=2)[CH:17]=1, predict the reactants needed to synthesize it. The reactants are: Cl.[N:2]1[CH:7]=[CH:6][CH:5]=[C:4]([CH:8]=[CH:9][C:10](Cl)=[O:11])[CH:3]=1.[CH3:13][O:14][C:15](=[O:24])[C:16]1[CH:21]=[CH:20][C:19]([CH3:22])=[C:18]([NH2:23])[CH:17]=1.C(N(CC)CC)C. (3) Given the product [ClH:56].[CH3:1][C:2]1[O:3][C:4]([C:8]2[C:9](=[O:19])[NH:10][C:11](=[O:18])[N:12]([CH2:14][CH2:15][CH2:16][N:30]3[CH2:31][C@H:32]4[C@:28]([C:25]5[CH:24]=[CH:23][C:22]([C:21]([F:20])([F:35])[F:34])=[CH:27][CH:26]=5)([CH2:33]4)[CH2:29]3)[CH:13]=2)=[C:5]([CH3:7])[N:6]=1, predict the reactants needed to synthesize it. The reactants are: [CH3:1][C:2]1[O:3][C:4]([C:8]2[C:9](=[O:19])[NH:10][C:11](=[O:18])[N:12]([CH2:14][CH2:15][CH:16]=O)[CH:13]=2)=[C:5]([CH3:7])[N:6]=1.[F:20][C:21]([F:35])([F:34])[C:22]1[CH:27]=[CH:26][C:25]([C@:28]23[CH2:33][C@H:32]2[CH2:31][NH:30][CH2:29]3)=[CH:24][CH:23]=1.CC(O)=O.[BH-](OC(C)=O)(OC(C)=O)OC(C)=O.[Na+].[OH-].[Na+].[Cl:56]C(Cl)C. (4) Given the product [CH3:11][C:5]1[C:4]2[C:8](=[CH:9][CH:10]=[C:2]([B:12]3[O:16][C:15]([CH3:18])([CH3:17])[C:14]([CH3:20])([CH3:19])[O:13]3)[CH:3]=2)[NH:7][N:6]=1, predict the reactants needed to synthesize it. The reactants are: Br[C:2]1[CH:3]=[C:4]2[C:8](=[CH:9][CH:10]=1)[NH:7][N:6]=[C:5]2[CH3:11].[B:12]1([B:12]2[O:16][C:15]([CH3:18])([CH3:17])[C:14]([CH3:20])([CH3:19])[O:13]2)[O:16][C:15]([CH3:18])([CH3:17])[C:14]([CH3:20])([CH3:19])[O:13]1.C([O-])(=O)C.[K+].CS(C)=O. (5) Given the product [CH2:26]([O:28][CH2:29][C:30]1[N:12]([CH2:13][CH2:14][O:15][CH2:16][CH2:17][NH:18][C:19](=[O:25])[O:20][C:21]([CH3:22])([CH3:24])[CH3:23])[C:11]2[C:10]3[CH:9]=[CH:8][CH:7]=[CH:6][C:5]=3[N:4]=[CH:3][C:2]=2[N:1]=1)[CH3:27], predict the reactants needed to synthesize it. The reactants are: [NH2:1][C:2]1[CH:3]=[N:4][C:5]2[C:10]([C:11]=1[NH:12][CH2:13][CH2:14][O:15][CH2:16][CH2:17][NH:18][C:19](=[O:25])[O:20][C:21]([CH3:24])([CH3:23])[CH3:22])=[CH:9][CH:8]=[CH:7][CH:6]=2.[CH2:26]([O:28][CH2:29][C:30](Cl)=O)[CH3:27].